The task is: Predict the reactants needed to synthesize the given product.. This data is from Full USPTO retrosynthesis dataset with 1.9M reactions from patents (1976-2016). (1) Given the product [Cl-:1].[NH4+:7].[Cl:1][C:2]1[CH:21]=[C:20]([C:22]2[CH:23]=[N:24][CH:25]=[CH:26][CH:27]=2)[CH:19]=[CH:18][C:3]=1[CH2:4][C:5]1([CH3:17])[CH2:9][CH2:8][N:7]([CH:10]2[CH2:15][CH2:14][CH2:13][CH2:12][CH2:11]2)[C:6]1=[O:16], predict the reactants needed to synthesize it. The reactants are: [Cl:1][C:2]1[CH:21]=[C:20]([C:22]2[CH:23]=[N:24][CH:25]=[CH:26][CH:27]=2)[CH:19]=[CH:18][C:3]=1[CH2:4][C:5]1([CH3:17])[CH2:9][CH2:8][N:7]([CH:10]2[CH2:15][CH2:14][CH2:13][CH2:12][CH2:11]2)[C:6]1=[O:16].[Cl-].[NH4+]. (2) Given the product [CH3:15][S:16]([O:1][N:2]=[C:3]([Cl:14])[C@H:4]1[CH2:8][O:7][C:6]2([CH2:13][CH2:12][CH2:11][CH2:10][CH2:9]2)[O:5]1)(=[O:18])=[O:17], predict the reactants needed to synthesize it. The reactants are: [OH:1][N:2]=[C:3]([Cl:14])[C@H:4]1[CH2:8][O:7][C:6]2([CH2:13][CH2:12][CH2:11][CH2:10][CH2:9]2)[O:5]1.[CH3:15][S:16](Cl)(=[O:18])=[O:17].C(N(C(C)C)C(C)C)C. (3) Given the product [CH3:35][C:36]1[O:40][C:39]([C:41]2[CH:46]=[CH:45][C:44]([CH3:47])=[CH:43][CH:42]=2)=[N:38][C:37]=1[CH2:48][O:8][CH2:9][C@@H:10]1[CH2:15][CH2:14][CH2:13][C@H:12]([CH2:16][O:17][C:18]([CH3:26])([CH3:27])[C:19]([OH:21])=[O:20])[CH2:11]1, predict the reactants needed to synthesize it. The reactants are: [Si]([O:8][CH2:9][C@@H:10]1[CH2:15][CH2:14][CH2:13][C@H:12]([CH2:16][O:17][C:18]([CH3:27])([CH3:26])[C:19]([O:21]C(C)(C)C)=[O:20])[CH2:11]1)(C(C)(C)C)(C)C.[SiH](CC)(CC)CC.[CH3:35][C:36]1[O:40][C:39]([C:41]2[CH:46]=[CH:45][C:44]([CH3:47])=[CH:43][CH:42]=2)=[N:38][C:37]=1[CH:48]=O. (4) Given the product [C:26]([O:25][C:23]([NH:2][CH2:3][C:4]1[CH:5]=[C:6]([CH2:10][CH2:11][C:12]([OH:14])=[O:13])[CH:7]=[CH:8][CH:9]=1)=[O:24])([CH3:29])([CH3:28])[CH3:27], predict the reactants needed to synthesize it. The reactants are: Cl.[NH2:2][CH2:3][C:4]1[CH:5]=[C:6]([CH2:10][CH2:11][C:12]([O:14]C)=[O:13])[CH:7]=[CH:8][CH:9]=1.C(N(CC)CC)C.[C:23](O[C:23]([O:25][C:26]([CH3:29])([CH3:28])[CH3:27])=[O:24])([O:25][C:26]([CH3:29])([CH3:28])[CH3:27])=[O:24].